Dataset: Catalyst prediction with 721,799 reactions and 888 catalyst types from USPTO. Task: Predict which catalyst facilitates the given reaction. (1) Reactant: Cl.[CH3:2][NH:3][O:4][CH3:5].C(N(CC)CC)C.[CH:13]1([C:16](Cl)=[O:17])[CH2:15][CH2:14]1. Product: [CH3:5][O:4][N:3]([CH3:2])[C:16]([CH:13]1[CH2:15][CH2:14]1)=[O:17]. The catalyst class is: 2. (2) Reactant: B(F)(F)F.C[CH2:6][O:7][CH2:8][CH3:9].C([C@@:12]1([C:21]([O:23][CH3:24])=O)[CH2:16][C:15]2[CH:17]=[CH:18][CH:19]=[CH:20][C:14]=2[O:13]1)C.C[Si]([C:29]#[N:30])(C)C.[CH3:31]O. Product: [C:29]([C:8]1([CH3:9])[O:7][C:6]2[C:17]3[CH:18]=[CH:19][CH:20]=[C:14]([O:13][CH3:31])[C:15]=3[CH:16]=[CH:12][C:21]=2[O:23][CH2:24]1)#[N:30]. The catalyst class is: 6. (3) Reactant: [Cl:1][C:2]1[CH:3]=[C:4]([C:9]23[CH2:14][CH:13]2[C:12](=O)[NH:11][C:10]3=[O:16])[CH:5]=[CH:6][C:7]=1[Cl:8]. Product: [Cl:1][C:2]1[CH:3]=[C:4]([C:9]23[CH2:14][CH:13]2[CH2:12][NH:11][C:10]3=[O:16])[CH:5]=[CH:6][C:7]=1[Cl:8]. The catalyst class is: 11. (4) Reactant: [Si]([O:8][C@H:9]([C:35]1[CH:40]=[CH:39][C:38]([OH:41])=[C:37]([CH2:42][OH:43])[CH:36]=1)[CH2:10][NH:11][C@H:12]([CH3:34])[CH2:13][C:14]1[CH:15]=[C:16]([CH2:20][CH2:21][C:22]([NH:24][CH2:25][C:26]2[CH:31]=[CH:30][C:29]([CH3:32])=[C:28]([CH3:33])[CH:27]=2)=[O:23])[CH:17]=[CH:18][CH:19]=1)(C(C)(C)C)(C)C.CO.O.ClCCl. Product: [NH3:11].[CH3:33][C:28]1[CH:27]=[C:26]([CH:31]=[CH:30][C:29]=1[CH3:32])[CH2:25][NH:24][C:22](=[O:23])[CH2:21][CH2:20][C:16]1[CH:17]=[CH:18][CH:19]=[C:14]([CH2:13][C@H:12]([NH:11][CH2:10][C@H:9]([OH:8])[C:35]2[CH:40]=[CH:39][C:38]([OH:41])=[C:37]([CH2:42][OH:43])[CH:36]=2)[CH3:34])[CH:15]=1. The catalyst class is: 5. (5) Reactant: Br.[N+:2]([C:5]1[CH:10]=[CH:9][C:8]([CH2:11][C@@H:12]([C:14]2[N:15]=[C:16]([C:19]3[S:20][CH:21]=[CH:22][CH:23]=3)[S:17][CH:18]=2)[NH2:13])=[CH:7][CH:6]=1)([O-:4])=[O:3].CCN(CC)CC.[CH2:31]([N:38]=[C:39]=[O:40])[C:32]1[CH:37]=[CH:36][CH:35]=[CH:34][CH:33]=1. Product: [CH2:31]([NH:38][C:39]([NH:13][C@H:12]([C:14]1[N:15]=[C:16]([C:19]2[S:20][CH:21]=[CH:22][CH:23]=2)[S:17][CH:18]=1)[CH2:11][C:8]1[CH:7]=[CH:6][C:5]([N+:2]([O-:4])=[O:3])=[CH:10][CH:9]=1)=[O:40])[C:32]1[CH:37]=[CH:36][CH:35]=[CH:34][CH:33]=1. The catalyst class is: 2. (6) Reactant: [Br:1][C:2]1[CH:7]=[C:6]([N+:8]([O-:10])=[O:9])[CH:5]=[CH:4][C:3]=1[NH:11][C:12](=[O:14])[CH3:13].C([O-])([O-])=O.[K+].[K+].Br[CH2:22][C:23]([CH3:25])=[CH2:24]. Product: [Br:1][C:2]1[CH:7]=[C:6]([N+:8]([O-:10])=[O:9])[CH:5]=[CH:4][C:3]=1[N:11]([CH2:24][C:23]([CH3:25])=[CH2:22])[C:12](=[O:14])[CH3:13]. The catalyst class is: 3.